Dataset: Forward reaction prediction with 1.9M reactions from USPTO patents (1976-2016). Task: Predict the product of the given reaction. (1) Given the reactants [C:1]1([CH2:7][O:8][N:9]2[C:15](=[O:16])[N:14]3[CH2:17][C@H:10]2[CH2:11][CH2:12][C@H:13]3[C:18]([OH:20])=O)[CH:6]=[CH:5][CH:4]=[CH:3][CH:2]=1.C(N(CC)CC)C.[I-].ClC1C=CC=C[N+]=1C.[CH3:37][O:38][C:39]1[CH:44]=[C:43]([NH2:45])[CH:42]=[CH:41][N:40]=1, predict the reaction product. The product is: [CH2:7]([O:8][N:9]1[C:15](=[O:16])[N:14]2[CH2:17][C@H:10]1[CH2:11][CH2:12][C@H:13]2[C:18]([NH:45][C:43]1[CH:42]=[CH:41][N:40]=[C:39]([O:38][CH3:37])[CH:44]=1)=[O:20])[C:1]1[CH:2]=[CH:3][CH:4]=[CH:5][CH:6]=1. (2) Given the reactants Br[CH2:2][CH2:3][CH3:4].C(=O)([O-])[O-].[K+].[K+].[Cl:11][C:12]1[C:17]([OH:18])=[CH:16][CH:15]=[CH:14][C:13]=1[OH:19], predict the reaction product. The product is: [Cl:11][C:12]1[C:17]([O:18][CH2:2][CH2:3][CH3:4])=[CH:16][CH:15]=[CH:14][C:13]=1[OH:19]. (3) Given the reactants C[O:2][C:3]1[CH:4]=[C:5]2[C:10](=[CH:11][C:12]=1[O:13][CH3:14])[N:9]=[CH:8][NH:7][C:6]2=[O:15].CS(O)(=O)=O.[OH-].[Na+], predict the reaction product. The product is: [OH:2][C:3]1[CH:4]=[C:5]2[C:10](=[CH:11][C:12]=1[O:13][CH3:14])[N:9]=[CH:8][NH:7][C:6]2=[O:15]. (4) Given the reactants [NH2:1][C:2]1[N:3]([C:23]2[CH:28]=[CH:27][CH:26]=[CH:25][C:24]=2[CH3:29])[N:4]=[C:5]2[C:14]3[C:13]([O:15][CH2:16][C:17]([OH:19])=O)=[CH:12][C:11]([O:20][CH3:21])=[CH:10][C:9]=3[NH:8][C:7](=[O:22])[C:6]=12.[CH3:30][N:31]([CH3:35])[CH2:32][CH2:33][NH2:34].Cl.CN(C)CCCN=C=NCC.ON1C2C=CC=CC=2N=N1, predict the reaction product. The product is: [NH2:1][C:2]1[N:3]([C:23]2[CH:28]=[CH:27][CH:26]=[CH:25][C:24]=2[CH3:29])[N:4]=[C:5]2[C:14]3[C:13]([O:15][CH2:16][C:17]([NH:34][CH2:33][CH2:32][N:31]([CH3:35])[CH3:30])=[O:19])=[CH:12][C:11]([O:20][CH3:21])=[CH:10][C:9]=3[NH:8][C:7](=[O:22])[C:6]=12. (5) Given the reactants [NH:1]1[C:9]2[C:4](=[CH:5][CH:6]=[CH:7][CH:8]=2)[C:3]([C:10]2([CH:20]3[C:28]4[C:23](=[CH:24][CH:25]=[CH:26][CH:27]=4)[NH:22][CH2:21]3)[C:18]3[C:13](=[CH:14][CH:15]=[CH:16][CH:17]=3)[NH:12][C:11]2=O)=[CH:2]1.P12(SP3(SP(SP(S3)(S1)=S)(=S)S2)=S)=[S:30].CS(C)(=O)=O, predict the reaction product. The product is: [NH:1]1[C:9]2[C:4](=[CH:5][CH:6]=[CH:7][CH:8]=2)[C:3]([C:10]2([CH:20]3[C:28]4[C:23](=[CH:24][CH:25]=[CH:26][CH:27]=4)[NH:22][CH2:21]3)[C:18]3[C:13](=[CH:14][CH:15]=[CH:16][CH:17]=3)[NH:12][C:11]2=[S:30])=[CH:2]1.